Dataset: NCI-60 drug combinations with 297,098 pairs across 59 cell lines. Task: Regression. Given two drug SMILES strings and cell line genomic features, predict the synergy score measuring deviation from expected non-interaction effect. (1) Drug 1: CC1C(C(=O)NC(C(=O)N2CCCC2C(=O)N(CC(=O)N(C(C(=O)O1)C(C)C)C)C)C(C)C)NC(=O)C3=C4C(=C(C=C3)C)OC5=C(C(=O)C(=C(C5=N4)C(=O)NC6C(OC(=O)C(N(C(=O)CN(C(=O)C7CCCN7C(=O)C(NC6=O)C(C)C)C)C)C(C)C)C)N)C. Drug 2: C1C(C(OC1N2C=NC(=NC2=O)N)CO)O. Cell line: CAKI-1. Synergy scores: CSS=16.4, Synergy_ZIP=-12.0, Synergy_Bliss=-5.90, Synergy_Loewe=-4.83, Synergy_HSA=-4.68. (2) Drug 1: CN(CCCl)CCCl.Cl. Drug 2: CC1=C(C(=O)C2=C(C1=O)N3CC4C(C3(C2COC(=O)N)OC)N4)N. Cell line: OVCAR3. Synergy scores: CSS=10.7, Synergy_ZIP=-11.1, Synergy_Bliss=-7.04, Synergy_Loewe=-9.05, Synergy_HSA=-4.96. (3) Drug 1: C1=CC(=CC=C1CCC2=CNC3=C2C(=O)NC(=N3)N)C(=O)NC(CCC(=O)O)C(=O)O. Drug 2: C1=NNC2=C1C(=O)NC=N2. Cell line: M14. Synergy scores: CSS=18.5, Synergy_ZIP=-2.06, Synergy_Bliss=-4.02, Synergy_Loewe=-22.3, Synergy_HSA=-3.52. (4) Drug 1: C1=CC(=CC=C1C#N)C(C2=CC=C(C=C2)C#N)N3C=NC=N3. Drug 2: COCCOC1=C(C=C2C(=C1)C(=NC=N2)NC3=CC=CC(=C3)C#C)OCCOC.Cl. Cell line: CAKI-1. Synergy scores: CSS=12.5, Synergy_ZIP=3.25, Synergy_Bliss=7.29, Synergy_Loewe=2.47, Synergy_HSA=4.13. (5) Drug 1: C1CC(=O)NC(=O)C1N2CC3=C(C2=O)C=CC=C3N. Drug 2: COC1=CC(=CC(=C1O)OC)C2C3C(COC3=O)C(C4=CC5=C(C=C24)OCO5)OC6C(C(C7C(O6)COC(O7)C8=CC=CS8)O)O. Cell line: RXF 393. Synergy scores: CSS=28.9, Synergy_ZIP=-6.77, Synergy_Bliss=1.09, Synergy_Loewe=-21.7, Synergy_HSA=2.88. (6) Drug 1: CC1C(C(CC(O1)OC2CC(CC3=C2C(=C4C(=C3O)C(=O)C5=C(C4=O)C(=CC=C5)OC)O)(C(=O)C)O)N)O.Cl. Drug 2: CN(C(=O)NC(C=O)C(C(C(CO)O)O)O)N=O. Cell line: U251. Synergy scores: CSS=46.8, Synergy_ZIP=2.02, Synergy_Bliss=4.52, Synergy_Loewe=-31.8, Synergy_HSA=4.17. (7) Drug 1: CC1OCC2C(O1)C(C(C(O2)OC3C4COC(=O)C4C(C5=CC6=C(C=C35)OCO6)C7=CC(=C(C(=C7)OC)O)OC)O)O. Drug 2: CCC1=C2N=C(C=C(N2N=C1)NCC3=C[N+](=CC=C3)[O-])N4CCCCC4CCO. Cell line: UACC62. Synergy scores: CSS=69.6, Synergy_ZIP=1.33, Synergy_Bliss=1.87, Synergy_Loewe=2.73, Synergy_HSA=6.76. (8) Drug 1: CC1=C(C=C(C=C1)NC(=O)C2=CC=C(C=C2)CN3CCN(CC3)C)NC4=NC=CC(=N4)C5=CN=CC=C5. Drug 2: B(C(CC(C)C)NC(=O)C(CC1=CC=CC=C1)NC(=O)C2=NC=CN=C2)(O)O. Cell line: MDA-MB-231. Synergy scores: CSS=51.3, Synergy_ZIP=-0.181, Synergy_Bliss=0.889, Synergy_Loewe=-45.3, Synergy_HSA=0.860. (9) Drug 1: C1C(C(OC1N2C=NC3=C(N=C(N=C32)Cl)N)CO)O. Drug 2: C1=NNC2=C1C(=O)NC=N2. Cell line: DU-145. Synergy scores: CSS=19.2, Synergy_ZIP=-6.11, Synergy_Bliss=-5.77, Synergy_Loewe=-51.6, Synergy_HSA=-7.48.